This data is from Full USPTO retrosynthesis dataset with 1.9M reactions from patents (1976-2016). The task is: Predict the reactants needed to synthesize the given product. (1) Given the product [O:11]=[C:9]([C:6]1[CH:5]=[CH:4][C:3]([C:2]([F:12])([F:13])[F:1])=[CH:8][CH:7]=1)[CH2:10][C:16]([O:17][CH3:18])=[O:19], predict the reactants needed to synthesize it. The reactants are: [F:1][C:2]([F:13])([F:12])[C:3]1[CH:8]=[CH:7][C:6]([C:9](=[O:11])[CH3:10])=[CH:5][CH:4]=1.[H-].[Na+].[C:16](=O)([O:19]C)[O:17][CH3:18]. (2) Given the product [OH:7][C:1]1[CH:6]=[CH:5][C:4]([C:11]2([C:1]3[CH:6]=[CH:5][C:24]([C:22]([O:21][CH3:20])=[O:23])=[CH:3][CH:2]=3)[CH2:10][CH:9]3[CH2:8][CH:12]2[CH2:13][CH2:14]3)=[CH:3][CH:2]=1, predict the reactants needed to synthesize it. The reactants are: [C:1]1([OH:7])[CH:6]=[CH:5][CH:4]=[CH:3][CH:2]=1.[CH3:8][C:9]1[CH:10]=[CH:11][C:12](S(O)(=O)=O)=[CH:13][CH:14]=1.C[CH2:20][O:21][C:22]([CH3:24])=[O:23].